From a dataset of Full USPTO retrosynthesis dataset with 1.9M reactions from patents (1976-2016). Predict the reactants needed to synthesize the given product. (1) Given the product [S:19]=[C:16]1[NH:15][CH:14]([CH2:13][O:12][C:7](=[O:8])[C:6]2[CH:10]=[CH:11][C:3]([CH:1]=[CH2:2])=[CH:4][CH:5]=2)[CH2:18][O:17]1, predict the reactants needed to synthesize it. The reactants are: [CH:1]([C:3]1[CH:11]=[CH:10][C:6]([C:7](Cl)=[O:8])=[CH:5][CH:4]=1)=[CH2:2].[OH:12][CH2:13][CH:14]1[CH2:18][O:17][C:16](=[S:19])[NH:15]1.N1C=CC=CC=1. (2) Given the product [CH3:15][O:16][C:17]1[CH:18]=[C:19]2[C:24](=[CH:25][C:26]=1[O:27][CH3:28])[N:23]=[CH:22][N:21]=[C:20]2[NH:29][C:30]1[S:31][C:32]2[CH:38]=[C:37]([NH:39][C:7](=[O:8])[C:6]3[CH:10]=[CH:11][CH:12]=[C:4]([O:3][C:2]([F:14])([F:13])[F:1])[CH:5]=3)[CH:36]=[CH:35][C:33]=2[N:34]=1, predict the reactants needed to synthesize it. The reactants are: [F:1][C:2]([F:14])([F:13])[O:3][C:4]1[CH:5]=[C:6]([CH:10]=[CH:11][CH:12]=1)[C:7](Cl)=[O:8].[CH3:15][O:16][C:17]1[CH:18]=[C:19]2[C:24](=[CH:25][C:26]=1[O:27][CH3:28])[N:23]=[CH:22][N:21]=[C:20]2[NH:29][C:30]1[S:31][C:32]2[CH:38]=[C:37]([NH2:39])[CH:36]=[CH:35][C:33]=2[N:34]=1. (3) Given the product [C:1]1([CH:7]2[CH2:16][CH2:15][C:14]3[C:9](=[CH:10][CH:11]=[C:12]([O:17][C:18]4[N:23]=[CH:22][C:21]([NH:24][C:25](=[O:31])[CH2:26][CH2:27][C:28]([OH:30])=[O:29])=[CH:20][CH:19]=4)[CH:13]=3)[O:8]2)[CH:6]=[CH:5][CH:4]=[CH:3][CH:2]=1, predict the reactants needed to synthesize it. The reactants are: [C:1]1([CH:7]2[CH2:16][CH2:15][C:14]3[C:9](=[CH:10][CH:11]=[C:12]([O:17][C:18]4[N:23]=[CH:22][C:21]([NH2:24])=[CH:20][CH:19]=4)[CH:13]=3)[O:8]2)[CH:6]=[CH:5][CH:4]=[CH:3][CH:2]=1.[C:25](O)(=[O:31])[CH2:26][CH2:27][C:28]([OH:30])=[O:29].O. (4) Given the product [CH3:1][O:2][C:3]([C:5]1([CH2:14][C:15]2[CH:16]=[CH:17][C:18]([Cl:21])=[CH:19][CH:20]=2)[CH2:9][CH2:8][C:7]([CH2:10][O:11][CH2:22][O:23][CH3:24])([CH3:12])[C:6]1=[O:13])=[O:4], predict the reactants needed to synthesize it. The reactants are: [CH3:1][O:2][C:3]([C:5]1([CH2:14][C:15]2[CH:20]=[CH:19][C:18]([Cl:21])=[CH:17][CH:16]=2)[CH2:9][CH2:8][C:7]([CH3:12])([CH2:10][OH:11])[C:6]1=[O:13])=[O:4].[CH3:22][O:23][CH2:24]OC.O=P12OP3(OP(OP(O3)(O1)=O)(=O)O2)=O.